From a dataset of Drug-target binding data from BindingDB using IC50 measurements. Regression. Given a target protein amino acid sequence and a drug SMILES string, predict the binding affinity score between them. We predict pIC50 (pIC50 = -log10(IC50 in M); higher means more potent). Dataset: bindingdb_ic50. (1) The drug is COc1ccc(C(OCCN2CCC[C@H](C(=O)O)C2)(c2ccc(OC)cc2)c2ccc(OC)cc2)cc1. The target protein (P48066) has sequence MTAEKALPLGNGKAAEEARESEAPGGGCSSGGAAPARHPRVKRDKAVHERGHWNNKVEFVLSVAGEIIGLGNVWRFPYLCYKNGGGAFLIPYVVFFICCGIPVFFLETALGQFTSEGGITCWRKVCPLFEGIGYATQVIEAHLNVYYIIILAWAIFYLSNCFTTELPWATCGHEWNTENCVEFQKLNVSNYSHVSLQNATSPVMEFWEHRVLAISDGIEHIGNLRWELALCLLAAWTICYFCIWKGTKSTGKVVYVTATFPYIMLLILLIRGVTLPGASEGIKFYLYPDLSRLSDPQVWVDAGTQIFFSYAICLGCLTALGSYNNYNNNCYRDCIMLCCLNSGTSFVAGFAIFSVLGFMAYEQGVPIAEVAESGPGLAFIAYPKAVTMMPLSPLWATLFFMMLIFLGLDSQFVCVESLVTAVVDMYPKVFRRGYRRELLILALSVISYFLGLVMLTEGGMYIFQLFDSYAASGMCLLFVAIFECICIGWVYGSNRFYDNI.... The pIC50 is 6.0. (2) The small molecule is Cc1oc(S(=O)(=O)N2CCCCC2)cc1NC(=O)NC(c1ccccc1)c1ccccc1. The target protein (Q06000) has sequence MESKALLLVALGVWLQSLTAFRGGVAAADGGRDFSDIESKFALRTPEDTAEDTCHLIPGLADSVSNCHFNHSSKTFVVIHGWTVTGMYESWVPKLVAALYKREPDSNVIVVDWLYRAQQHYPVSAGYTKLVGNDVARFINWLEEEFNYPLDNVHLLGYSLGAHAAGVAGSLTNKKVNRITGLDPAGPNFEYAEAPSRLSPDDADFVDVLHTFTRGSPGRSIGIQKPVGHVDIYPNGGTFQPGCNIGEAIRVIAEKGLGDVDQLVKCSHERSIHLFIDSLLNEENPSKAYRCNSKEAFEKGLCLSCRKNRCNNVGYEINKVRAKRSSKMYLKTRSQMPYKVFHYQVKIHFSGTENDKQNNQAFEISLYGTVAESENIPFTLPEVATNKTYSFLIYTEVDIGELLMMKLKWKNDSYFRWSDWWSSPSFVIEKIRVKAGETQKKVIFCAREKVSHLQKGKDAAVFVKCHDKSLKKSG. The pIC50 is 5.6. (3) The compound is Cc1cc(NC2=C(Cc3cccc(C#N)c3)C(=O)CCC2)ccc1C1=NNC(=O)C1(C)C. The target protein sequence is MGAFSGSCRPKINPLTPFPGFYPCSEIEDPAEKGDRKLNKGLNRNSLPTPQLRRSSGTSGLLPVEQSSRWDRNNGKRPHQEFGISSQGCYLNGPFNSNLLTIPKQRSSSVSLTHHVGLRRAGVLSSLSPVNSSNHGPVSTGSLTNRSPIEFPDTADFLNKPSVILQRSLGNAPNTPDFYQQLRNSDSNLCNSCGHQMLKYVSTSESDGTDCCSGKSGEEENIFSKESFKLMETQQEEETEKKDSRKLFQEGDKWLTEEAQSEQQTNIEQEVSLDLILVEEYDSLIEKMSNWNFPIFELVEKMGEKSGRILSQVMYTLFQDTGLLEIFKIPTQQFMNYFRALENGYRDIPYHNRIHATDVLHAVWYLTTRPVPGLQQIHNGCGTGNETDSDGRINHGRIAYISSKSCSNPDESYGCLSSNIPALELMALYVAAAMHDYDHPGRTNAFLVATNAPQAVLYNDRSVLENHHAASAWNLYLSRPEYNFLLHLDHVEFKRFRFLV.... The pIC50 is 8.0. (4) The compound is O=S(=O)(c1ccc(Cl)cc1)[C@@]12CCC[C@@]3(CCOC3)[C@@H]1COc1c(F)ccc(F)c12. The target protein sequence is DAEFRHDSGYEVHHQKLVFFAEDVGSNKGAIIGLMVGGVV. The pIC50 is 7.8.